Dataset: Catalyst prediction with 721,799 reactions and 888 catalyst types from USPTO. Task: Predict which catalyst facilitates the given reaction. Reactant: [Br:1][C:2]1[CH:9]=[CH:8][CH:7]=[C:6](F)[C:3]=1[C:4]#[N:5].[C:11]12([CH:21]3[CH2:25][CH2:24][CH2:23][NH:22]3)[CH2:20][CH:15]3[CH2:16][CH:17]([CH2:19][CH:13]([CH2:14]3)[CH2:12]1)[CH2:18]2.C(=O)([O-])[O-].[K+].[K+].CS(C)=O. Product: [C:11]12([CH:21]3[CH2:25][CH2:24][CH2:23][N:22]3[C:6]3[CH:7]=[CH:8][CH:9]=[C:2]([Br:1])[C:3]=3[C:4]#[N:5])[CH2:20][CH:15]3[CH2:14][CH:13]([CH2:19][CH:17]([CH2:16]3)[CH2:18]1)[CH2:12]2. The catalyst class is: 13.